This data is from Reaction yield outcomes from USPTO patents with 853,638 reactions. The task is: Predict the reaction yield, written as a fraction of the theoretical maximum amount of product (1.0 means a 100% yield; for example, 0.34 means a 34% yield). (1) The reactants are C(OC([NH:8][C@H:9]([CH2:26][C:27]1[CH:32]=[CH:31][C:30]([C:33]2[CH:38]=[C:37]([Cl:39])[CH:36]=[CH:35][C:34]=2[F:40])=[CH:29][CH:28]=1)[CH2:10][C:11]([O:13][CH:14]([O:16][C:17]([O:19][CH:20]1[CH2:25][CH2:24][CH2:23][CH2:22][CH2:21]1)=[O:18])[CH3:15])=[O:12])=O)(C)(C)C.Cl. The catalyst is O1CCOCC1. The product is [NH2:8][C@H:9]([CH2:26][C:27]1[CH:28]=[CH:29][C:30]([C:33]2[CH:38]=[C:37]([Cl:39])[CH:36]=[CH:35][C:34]=2[F:40])=[CH:31][CH:32]=1)[CH2:10][C:11]([O:13][CH:14]([O:16][C:17]([O:19][CH:20]1[CH2:25][CH2:24][CH2:23][CH2:22][CH2:21]1)=[O:18])[CH3:15])=[O:12]. The yield is 1.04. (2) The reactants are NC1SC(C2C(F)=CC=CC=2F)=NC=1C(NC1C=NN(C)C=1N1CCC(C(F)F)C(N)CC1)=O.[F:35][C:36]([F:59])([F:58])[C:37]([NH:39][C@H:40]1[CH:46]([CH:47]=[O:48])[CH2:45][CH2:44][N:43]([C:49]2[N:50]([CH3:57])[N:51]=[CH:52][C:53]=2[N+:54]([O-:56])=[O:55])[CH2:42][CH2:41]1)=[O:38].[BH4-].[Na+]. The catalyst is CO. The product is [F:58][C:36]([F:35])([F:59])[C:37]([NH:39][C@H:40]1[CH:46]([CH2:47][OH:48])[CH2:45][CH2:44][N:43]([C:49]2[N:50]([CH3:57])[N:51]=[CH:52][C:53]=2[N+:54]([O-:56])=[O:55])[CH2:42][CH2:41]1)=[O:38]. The yield is 0.620. (3) The yield is 0.750. The catalyst is COCCOC. The product is [NH2:19][C:20]1[C:21]2[C:28]([C:29]3[CH:30]=[N:31][C:32]4[C:37]([CH:38]=3)=[CH:36][CH:35]=[CH:34][CH:33]=4)=[C:27]3[N:26]([C:22]=2[N:23]=[CH:24][N:25]=1)[CH2:40][C@@H:41]([NH:44][C:45](=[O:51])[O:46][C:47]([CH3:50])([CH3:49])[CH3:48])[CH2:42][CH2:43]3. The reactants are B1(B2C3CCCC2CCC3)C2CCCC1CCC2.[NH2:19][C:20]1[C:21]2[C:28]([C:29]3[CH:30]=[N:31][C:32]4[C:37]([CH:38]=3)=[CH:36][CH:35]=[CH:34][CH:33]=4)=[C:27](Br)[N:26]([CH2:40][C@@H:41]([NH:44][C:45](=[O:51])[O:46][C:47]([CH3:50])([CH3:49])[CH3:48])[CH:42]=[CH2:43])[C:22]=2[N:23]=[CH:24][N:25]=1.[OH-].[Na+]. (4) The reactants are [Cl:1][C:2]1[N:7]=[C:6]([C:8]2[CH:13]=[CH:12][C:11]([O:14]C)=[CH:10][CH:9]=2)[CH:5]=[CH:4][N:3]=1.B(Br)(Br)Br. The catalyst is ClCCl. The product is [Cl:1][C:2]1[N:7]=[C:6]([C:8]2[CH:13]=[CH:12][C:11]([OH:14])=[CH:10][CH:9]=2)[CH:5]=[CH:4][N:3]=1. The yield is 0.940.